From a dataset of Forward reaction prediction with 1.9M reactions from USPTO patents (1976-2016). Predict the product of the given reaction. (1) Given the reactants [Br-].C([O:4][C:5](=[O:14])[CH2:6][CH2:7][CH2:8][N+:9]([CH2:12][CH3:13])([CH3:11])[CH3:10])C, predict the reaction product. The product is: [CH2:12]([N+:9]([CH3:11])([CH3:10])[CH2:8][CH2:7][CH2:6][C:5]([O-:14])=[O:4])[CH3:13]. (2) Given the reactants N[C:2]1[CH:3]=[C:4]2[C:8](=[CH:9][CH:10]=1)[N:7]=[C:6]([CH3:11])[C:5]2([CH3:13])[CH3:12].S(=O)(=O)(O)[OH:15].N([O-])=O.[Na+], predict the reaction product. The product is: [OH:15][C:2]1[CH:3]=[C:4]2[C:8](=[CH:9][CH:10]=1)[N:7]=[C:6]([CH3:11])[C:5]2([CH3:13])[CH3:12]. (3) Given the reactants [CH3:1][C:2]1[N:7]=[C:6]([C:8]2[CH:13]=[CH:12][CH:11]=[C:10]([C:14]3[CH:15]=[C:16]([S:20](Cl)(=[O:22])=[O:21])[CH:17]=[CH:18][CH:19]=3)[N:9]=2)[CH:5]=[C:4]([C:24]2[CH:29]=[CH:28][C:27]([C:30]([F:33])([F:32])[F:31])=[CH:26][CH:25]=2)[CH:3]=1.[NH:34]1[CH2:39][CH2:38][O:37][CH2:36][CH2:35]1, predict the reaction product. The product is: [CH3:1][C:2]1[N:7]=[C:6]([C:8]2[CH:13]=[CH:12][CH:11]=[C:10]([C:14]3[CH:19]=[CH:18][CH:17]=[C:16]([S:20]([N:34]4[CH2:39][CH2:38][O:37][CH2:36][CH2:35]4)(=[O:22])=[O:21])[CH:15]=3)[N:9]=2)[CH:5]=[C:4]([C:24]2[CH:29]=[CH:28][C:27]([C:30]([F:33])([F:32])[F:31])=[CH:26][CH:25]=2)[CH:3]=1. (4) Given the reactants CN(C)/[CH:3]=[CH:4]/[C:5]([C:7]1[C:12](=[O:13])[CH:11]=[CH:10][N:9]([C:14]2[CH:19]=[CH:18][C:17]([C:20]([F:23])([F:22])[F:21])=[CH:16][CH:15]=2)[N:8]=1)=O.[F:25][C:26]1[CH:31]=[CH:30][CH:29]=[CH:28][C:27]=1[NH:32][NH2:33], predict the reaction product. The product is: [F:25][C:26]1[CH:31]=[CH:30][CH:29]=[CH:28][C:27]=1[N:32]1[C:5]([C:7]2[C:12](=[O:13])[CH:11]=[CH:10][N:9]([C:14]3[CH:19]=[CH:18][C:17]([C:20]([F:22])([F:21])[F:23])=[CH:16][CH:15]=3)[N:8]=2)=[CH:4][CH:3]=[N:33]1. (5) Given the reactants [Cl:1][C:2]1[CH:3]=[CH:4][C:5]([C:38]#[N:39])=[C:6]([C:8]2[C:13]([O:14][CH3:15])=[CH:12][N:11]([CH:16]([CH2:33][CH:34]([CH3:36])[CH3:35])[C:17]([NH:19][C:20]3[CH:32]=[CH:31][C:23]([C:24]([O:26]C(C)(C)C)=[O:25])=[CH:22][CH:21]=3)=[O:18])[C:10](=[O:37])[CH:9]=2)[CH:7]=1.C(O)(C(F)(F)F)=O, predict the reaction product. The product is: [Cl:1][C:2]1[CH:3]=[CH:4][C:5]([C:38]#[N:39])=[C:6]([C:8]2[C:13]([O:14][CH3:15])=[CH:12][N:11]([CH:16]([CH2:33][CH:34]([CH3:36])[CH3:35])[C:17]([NH:19][C:20]3[CH:32]=[CH:31][C:23]([C:24]([OH:26])=[O:25])=[CH:22][CH:21]=3)=[O:18])[C:10](=[O:37])[CH:9]=2)[CH:7]=1. (6) Given the reactants [NH2:1][C@@:2]([CH3:13])([CH2:6][CH:7]1[CH2:12][CH2:11][CH2:10][CH2:9][CH2:8]1)[C:3]([OH:5])=[O:4].[CH3:14][C:15]([O:18][C:19](O[C:19]([O:18][C:15]([CH3:17])([CH3:16])[CH3:14])=[O:20])=[O:20])([CH3:17])[CH3:16], predict the reaction product. The product is: [C:15]([O:18][C:19]([NH:1][C@@:2]([CH3:13])([CH2:6][CH:7]1[CH2:12][CH2:11][CH2:10][CH2:9][CH2:8]1)[C:3]([OH:5])=[O:4])=[O:20])([CH3:17])([CH3:16])[CH3:14].